Dataset: Reaction yield outcomes from USPTO patents with 853,638 reactions. Task: Predict the reaction yield, written as a fraction of the theoretical maximum amount of product (1.0 means a 100% yield; for example, 0.34 means a 34% yield). (1) The reactants are [CH:1]1([C:7]2[C:8]3[CH:9]=[CH:10][C:11]([C:33]([O:35][CH3:36])=[O:34])=[CH:12][C:13]=3[N:14]3[C:21]=2[C:20]2[CH:22]=[CH:23][CH:24]=[CH:25][C:19]=2[O:18][CH2:17][C:16]2([CH2:30]OC(C)(C)O[CH2:26]2)[CH2:15]3)[CH2:6][CH2:5][CH2:4][CH2:3][CH2:2]1.CCN(C(C)C)C(C)C.FC(F)(F)S(OS(C(F)(F)F)(=O)=O)(=O)=O.[NH2:61][CH2:62][CH2:63][N:64]1[CH2:69][CH2:68][N:67](C(OC(C)(C)C)=O)[CH2:66][CH2:65]1.[S:77](N)([NH2:80])(=[O:79])=[O:78]. The catalyst is CO.C1COCC1. The product is [NH2:80][S:77]([N:67]1[CH2:68][CH2:69][N:64]([CH2:63][CH2:62][N:61]2[CH2:30][C:16]3([CH2:15][N:14]4[C:13]5[CH:12]=[C:11]([C:33]([O:35][CH3:36])=[O:34])[CH:10]=[CH:9][C:8]=5[C:7]([CH:1]5[CH2:6][CH2:5][CH2:4][CH2:3][CH2:2]5)=[C:21]4[C:20]4[CH:22]=[CH:23][CH:24]=[CH:25][C:19]=4[O:18][CH2:17]3)[CH2:26]2)[CH2:65][CH2:66]1)(=[O:79])=[O:78]. The yield is 0.400. (2) The reactants are [Cl:1][C:2]1[N:7]=[C:6]([C:8]2[S:12][C:11]([N:13]3[CH2:18][CH2:17][O:16][CH2:15][CH2:14]3)=[N:10][C:9]=2[C:19]2[C:20]([F:26])=[C:21]([CH:23]=[CH:24][CH:25]=2)[NH2:22])[CH:5]=[CH:4][N:3]=1.[F:27][C:28]1[CH:33]=[CH:32][CH:31]=[C:30]([F:34])[C:29]=1[S:35](Cl)(=[O:37])=[O:36]. The catalyst is N1C=CC=CC=1. The product is [Cl:1][C:2]1[N:7]=[C:6]([C:8]2[S:12][C:11]([N:13]3[CH2:14][CH2:15][O:16][CH2:17][CH2:18]3)=[N:10][C:9]=2[C:19]2[C:20]([F:26])=[C:21]([NH:22][S:35]([C:29]3[C:30]([F:34])=[CH:31][CH:32]=[CH:33][C:28]=3[F:27])(=[O:37])=[O:36])[CH:23]=[CH:24][CH:25]=2)[CH:5]=[CH:4][N:3]=1. The yield is 0.364. (3) The reactants are [NH2:1][C:2]1[C:7]2=[C:8]([C:23]3[CH:24]=[CH:25][C:26]4[C:30]([CH:31]=3)=[N:29][N:28]([CH2:32][C:33]3[CH:38]=[CH:37][CH:36]=[CH:35][CH:34]=3)[CH:27]=4)[CH:9]=[C:10]([C:11]([C:13]3[CH:22]=[C:21]4[C:16]([CH2:17][CH2:18][NH:19][CH2:20]4)=[CH:15][CH:14]=3)=O)[N:6]2[N:5]=[CH:4][N:3]=1.CS(O)(=O)=O. The catalyst is ClCCl. The product is [CH2:32]([N:28]1[CH:27]=[C:26]2[C:30]([CH:31]=[C:23]([C:8]3[CH:9]=[C:10]([CH2:11][C:13]4[CH:22]=[C:21]5[C:16]([CH2:17][CH2:18][NH:19][CH2:20]5)=[CH:15][CH:14]=4)[N:6]4[C:7]=3[C:2]([NH2:1])=[N:3][CH:4]=[N:5]4)[CH:24]=[CH:25]2)=[N:29]1)[C:33]1[CH:34]=[CH:35][CH:36]=[CH:37][CH:38]=1. The yield is 0.620.